From a dataset of Forward reaction prediction with 1.9M reactions from USPTO patents (1976-2016). Predict the product of the given reaction. (1) The product is: [Br:1][C:2]1[CH:3]=[CH:4][C:5]([C@@H:8]([N:10]2[CH2:11][CH2:12][CH2:13][C:14]([CH2:15][C:16]([CH3:18])=[CH2:17])([C:20]3[CH:21]=[CH:22][CH:23]=[CH:24][CH:25]=3)[O:19][C:27]2=[O:29])[CH3:9])=[CH:6][CH:7]=1. Given the reactants [Br:1][C:2]1[CH:7]=[CH:6][C:5]([C@@H:8]([NH:10][CH2:11][CH2:12][CH2:13][C:14]([C:20]2[CH:25]=[CH:24][CH:23]=[CH:22][CH:21]=2)([OH:19])[CH2:15][C:16]([CH3:18])=[CH2:17])[CH3:9])=[CH:4][CH:3]=1.Cl[C:27](Cl)([O:29]C(=O)OC(Cl)(Cl)Cl)Cl.CCN(CC)CC, predict the reaction product. (2) Given the reactants [O:1]=[C:2]1[NH:11][C:10]2[N:9]=[C:8]([O:12][CH2:13][CH2:14][CH2:15][CH:16]=O)[CH:7]=[CH:6][C:5]=2[CH:4]=[CH:3]1.Cl.[C:19]1([N:29]2[CH2:34][CH2:33][NH:32][CH2:31][CH2:30]2)[C:28]2[C:23](=[CH:24][CH:25]=[CH:26][CH:27]=2)[CH:22]=[CH:21][CH:20]=1.CCN(CC)CC.[BH-](OC(C)=O)(OC(C)=O)OC(C)=O.[Na+], predict the reaction product. The product is: [C:19]1([N:29]2[CH2:34][CH2:33][N:32]([CH2:16][CH2:15][CH2:14][CH2:13][O:12][C:8]3[N:9]=[C:10]4[C:5]([CH:4]=[CH:3][C:2](=[O:1])[NH:11]4)=[CH:6][CH:7]=3)[CH2:31][CH2:30]2)[C:28]2[C:23](=[CH:24][CH:25]=[CH:26][CH:27]=2)[CH:22]=[CH:21][CH:20]=1. (3) Given the reactants [O:1]1[CH2:3][CH:2]1[CH2:4][O:5][C:6]1[CH:13]=[CH:12][C:9]([C:10]#[N:11])=[CH:8][CH:7]=1.[CH2:14]([N:16]1[N:20]=[N:19][C:18]([N:21]2[CH2:28][CH:27]3[CH2:29][CH:23]([CH2:24][NH:25][CH2:26]3)[CH2:22]2)=[N:17]1)[CH3:15].O, predict the reaction product. The product is: [CH2:14]([N:16]1[N:20]=[N:19][C:18]([N:21]2[CH2:22][CH:23]3[CH2:29][CH:27]([CH2:26][N:25]([CH2:3][CH:2]([OH:1])[CH2:4][O:5][C:6]4[CH:13]=[CH:12][C:9]([C:10]#[N:11])=[CH:8][CH:7]=4)[CH2:24]3)[CH2:28]2)=[N:17]1)[CH3:15]. (4) Given the reactants [C:1](Cl)(=[O:8])[C:2]1[CH:7]=[CH:6][CH:5]=[CH:4][CH:3]=1.N1C=CN=C1.[CH2:15]([O:22][C@H:23]1[C@H:36]([OH:37])[C@@H:35]([CH2:38][OH:39])[O:34][C@H:25]([O:26][CH2:27][C:28]2[CH:33]=[CH:32][CH:31]=[CH:30][CH:29]=2)[C@@H:24]1[NH:40][C:41](=[O:43])[CH3:42])[C:16]1[CH:21]=[CH:20][CH:19]=[CH:18][CH:17]=1, predict the reaction product. The product is: [C:1]([O:39][CH2:38][C@H:35]1[O:34][C@H:25]([O:26][CH2:27][C:28]2[CH:33]=[CH:32][CH:31]=[CH:30][CH:29]=2)[C@H:24]([NH:40][C:41](=[O:43])[CH3:42])[C@@H:23]([O:22][CH2:15][C:16]2[CH:21]=[CH:20][CH:19]=[CH:18][CH:17]=2)[C@@H:36]1[OH:37])(=[O:8])[C:2]1[CH:7]=[CH:6][CH:5]=[CH:4][CH:3]=1. (5) Given the reactants [S:1]1[C:5]2[CH:6]=[CH:7][CH:8]=[CH:9][C:4]=2[N:3]=[C:2]1[C:10](=[C:13](SC)SC)[C:11]#[N:12].[CH2:18]([NH2:25])[C:19]1[CH:24]=[CH:23][CH:22]=[CH:21][CH:20]=1.O.[NH2:27][NH2:28], predict the reaction product. The product is: [S:1]1[C:5]2[CH:6]=[CH:7][CH:8]=[CH:9][C:4]=2[N:3]=[C:2]1[C:10]1[C:11]([NH2:12])=[N:27][NH:28][C:13]=1[NH:25][CH2:18][C:19]1[CH:24]=[CH:23][CH:22]=[CH:21][CH:20]=1. (6) Given the reactants [C:1]1([S:7]([CH2:10][C:11]2[C:16]([C:17]([O:19][CH2:20]C)=[O:18])=[C:15]([OH:22])[C:14]([C:23]3[CH:27]=[CH:26][O:25][CH:24]=3)=[CH:13][CH:12]=2)(=[O:9])=[O:8])[CH:6]=[CH:5][CH:4]=[CH:3][CH:2]=1.BrC1C(O)=C(C(CS(C2C=CC=C([Cl:49])C=2)(=O)=O)=CC=1)C(OC)=O.O1C=CC(B(O)O)=C1, predict the reaction product. The product is: [Cl:49][C:3]1[CH:2]=[C:1]([S:7]([CH2:10][C:11]2[C:16]([C:17]([O:19][CH3:20])=[O:18])=[C:15]([OH:22])[C:14]([C:23]3[CH:27]=[CH:26][O:25][CH:24]=3)=[CH:13][CH:12]=2)(=[O:9])=[O:8])[CH:6]=[CH:5][CH:4]=1. (7) Given the reactants [Cl:1][C:2]1[CH:3]=[C:4]([S:9]([NH:12][C@@H:13]2[CH2:17][CH2:16][N:15]([CH3:18])[C:14]2=[O:19])(=[O:11])=[O:10])[CH:5]=[N:6][C:7]=1Cl.[NH2:20][NH2:21].C(O)CCCC, predict the reaction product. The product is: [Cl:1][C:2]1[CH:3]=[C:4]([S:9]([NH:12][C@@H:13]2[CH2:17][CH2:16][N:15]([CH3:18])[C:14]2=[O:19])(=[O:11])=[O:10])[CH:5]=[N:6][C:7]=1[NH:20][NH2:21]. (8) Given the reactants [CH3:1][N:2]([CH3:22])[C:3](=[O:21])[S:4][C:5]1[CH:10]=[CH:9][C:8]([CH2:11][C:12]2[CH:17]=[CH:16][CH:15]=[CH:14][CH:13]=2)=[CH:7][C:6]=1[N+:18]([O-])=O.[Cl-].[NH4+], predict the reaction product. The product is: [CH3:22][N:2]([CH3:1])[C:3](=[O:21])[S:4][C:5]1[CH:10]=[CH:9][C:8]([CH2:11][C:12]2[CH:13]=[CH:14][CH:15]=[CH:16][CH:17]=2)=[CH:7][C:6]=1[NH2:18].